Regression. Given a peptide amino acid sequence and an MHC pseudo amino acid sequence, predict their binding affinity value. This is MHC class II binding data. From a dataset of Peptide-MHC class II binding affinity with 134,281 pairs from IEDB. (1) The peptide sequence is SGQVVTYALNTITNLKK. The MHC is DRB1_0901 with pseudo-sequence DRB1_0901. The binding affinity (normalized) is 0.648. (2) The peptide sequence is EKKYFAATRFEPLAA. The MHC is HLA-DPA10201-DPB11401 with pseudo-sequence HLA-DPA10201-DPB11401. The binding affinity (normalized) is 0.945. (3) The peptide sequence is IITFKDKTDIHRLEP. The MHC is HLA-DQA10201-DQB10301 with pseudo-sequence HLA-DQA10201-DQB10301. The binding affinity (normalized) is 0. (4) The peptide sequence is IDDRFANALLALNDMGK. The MHC is DRB4_0101 with pseudo-sequence DRB4_0103. The binding affinity (normalized) is 0.364. (5) The peptide sequence is ATFEAMYLGTCKTLT. The MHC is DRB1_0701 with pseudo-sequence DRB1_0701. The binding affinity (normalized) is 0.482.